This data is from Full USPTO retrosynthesis dataset with 1.9M reactions from patents (1976-2016). The task is: Predict the reactants needed to synthesize the given product. (1) Given the product [Cl:1][C:2]1[N:10]=[CH:9][C:8]([F:11])=[CH:7][C:3]=1[C:4]([O:6][CH3:19])=[O:5], predict the reactants needed to synthesize it. The reactants are: [Cl:1][C:2]1[N:10]=[CH:9][C:8]([F:11])=[CH:7][C:3]=1[C:4]([OH:6])=[O:5].S(=O)(=O)(O)O.[OH-].[Na+].[CH3:19]O. (2) Given the product [CH3:17][O:16][C:14](=[O:15])[C:13]1[CH:18]=[C:9]([CH2:27][C:28]2[CH:29]=[CH:30][C:31]([CH2:32][N:33]3[CH:37]=[C:36]([CH3:38])[CH:35]=[N:34]3)=[CH:39][CH:40]=2)[CH:10]=[N:11][CH:12]=1, predict the reactants needed to synthesize it. The reactants are: CC1(C)C(C)(C)OB([C:9]2[CH:10]=[N:11][CH:12]=[C:13]([CH:18]=2)[C:14]([O:16][CH3:17])=[O:15])O1.C(=O)([O-])[O-].[K+].[K+].Br[CH2:27][C:28]1[CH:40]=[CH:39][C:31]([CH2:32][N:33]2[CH:37]=[C:36]([CH3:38])[CH:35]=[N:34]2)=[CH:30][CH:29]=1.C1COCC1. (3) Given the product [CH3:15][O:14][C:13]1[C:8]([N:1]2[CH2:6][CH2:5][NH:4][CH2:3][CH2:2]2)=[N:9][CH:10]=[N:11][CH:12]=1, predict the reactants needed to synthesize it. The reactants are: [NH:1]1[CH2:6][CH2:5][NH:4][CH2:3][CH2:2]1.Cl[C:8]1[C:13]([O:14][CH3:15])=[C:12](Cl)[N:11]=[CH:10][N:9]=1. (4) Given the product [CH:10]1([C:7]2[CH:6]=[CH:5][C:4]([C:2](=[O:3])[CH2:1][Br:16])=[CH:9][CH:8]=2)[CH2:15][CH2:14][CH2:13][CH2:12][CH2:11]1, predict the reactants needed to synthesize it. The reactants are: [CH3:1][C:2]([C:4]1[CH:9]=[CH:8][C:7]([CH:10]2[CH2:15][CH2:14][CH2:13][CH2:12][CH2:11]2)=[CH:6][CH:5]=1)=[O:3].[Br:16]Br. (5) The reactants are: [CH3:1][C:2]1[CH:7]=[C:6]([N+:8]([O-:10])=[O:9])[CH:5]=[CH:4][C:3]=1[CH2:11][OH:12]. Given the product [CH3:1][C:2]1[CH:7]=[C:6]([N+:8]([O-:10])=[O:9])[CH:5]=[CH:4][C:3]=1[CH:11]=[O:12], predict the reactants needed to synthesize it. (6) Given the product [CH2:9]([F:13])[O:8][CH:3]([C:4]([F:7])([F:6])[F:5])[C:2]([F:12])([F:11])[F:1], predict the reactants needed to synthesize it. The reactants are: [F:1][C:2]([F:12])([F:11])[CH:3]([O:8][CH2:9]I)[C:4]([F:7])([F:6])[F:5].[F-:13].[K+].C(O)COCCOCCO.